From a dataset of Full USPTO retrosynthesis dataset with 1.9M reactions from patents (1976-2016). Predict the reactants needed to synthesize the given product. (1) Given the product [Cl:15][C:16]1[CH:21]=[CH:20][C:19]([CH2:22][O:1][C:2]2[N:6]([C:7]3[CH:12]=[C:11]([C:13]#[N:14])[CH:10]=[CH:9][N:8]=3)[N:5]=[CH:4][CH:3]=2)=[C:18]([O:24][CH:25]([C:27]2[CH:28]=[CH:29][CH:30]=[CH:31][CH:32]=2)[CH3:26])[CH:17]=1, predict the reactants needed to synthesize it. The reactants are: [OH:1][C:2]1[N:6]([C:7]2[CH:12]=[C:11]([C:13]#[N:14])[CH:10]=[CH:9][N:8]=2)[N:5]=[CH:4][CH:3]=1.[Cl:15][C:16]1[CH:21]=[CH:20][C:19]([CH2:22]O)=[C:18]([O:24][CH:25]([C:27]2[CH:32]=[CH:31][CH:30]=[CH:29][CH:28]=2)[CH3:26])[CH:17]=1. (2) Given the product [F:33][C:29]1[CH:28]=[C:27]([CH:32]=[CH:31][CH:30]=1)[CH2:26][O:25][C:24]1[CH:23]=[CH:22][C:20]([NH:2][C:1]2[N:10]=[CH:9][N:8]=[C:7]3[NH:6][N:5]=[C:4]([O:13][CH2:14][CH2:15][OH:16])[C:3]=23)=[CH:19][C:18]=1[CH3:17], predict the reactants needed to synthesize it. The reactants are: [C:1]([C:3]1[C:4]([O:13][CH2:14][CH2:15][OH:16])=[N:5][NH:6][C:7]=1[N:8]=[CH:9][N:10](C)C)#[N:2].[CH3:17][C:18]1[CH:19]=[C:20]([CH:22]=[CH:23][C:24]=1[O:25][CH2:26][C:27]1[CH:32]=[CH:31][CH:30]=[C:29]([F:33])[CH:28]=1)N. (3) Given the product [Br:1][C:2]1[CH:3]=[C:4]2[NH:10][C:9](=[O:11])[C:8]3([CH:12]([C:13]4[CH:18]=[CH:17][CH:16]=[C:15]([Cl:19])[C:14]=4[F:20])[CH:33]([C:32]([NH:31][C:28]4[CH:29]=[CH:30][C:25]([C:23]#[N:24])=[CH:26][C:27]=4[O:42][CH3:43])=[O:41])[NH:34][CH:35]3[CH2:36][C:37]([CH3:40])([CH3:39])[CH3:38])[C:5]2=[N:6][CH:7]=1, predict the reactants needed to synthesize it. The reactants are: [Br:1][C:2]1[CH:3]=[C:4]2[NH:10][C:9](=[O:11])/[C:8](=[CH:12]\[C:13]3[CH:18]=[CH:17][CH:16]=[C:15]([Cl:19])[C:14]=3[F:20])/[C:5]2=[N:6][CH:7]=1.[Li+].[OH-].[C:23]([C:25]1[CH:30]=[CH:29][C:28]([NH:31][C:32](=[O:41])[CH2:33]/[N:34]=[CH:35]/[CH2:36][C:37]([CH3:40])([CH3:39])[CH3:38])=[C:27]([O:42][CH3:43])[CH:26]=1)#[N:24].